From a dataset of Forward reaction prediction with 1.9M reactions from USPTO patents (1976-2016). Predict the product of the given reaction. (1) Given the reactants [C:1]([O:4][C@@H:5]1[C@@H:12]([O:13][CH2:14][C:15]2[CH:20]=[CH:19][CH:18]=[CH:17][CH:16]=2)[C@H:11]([O:21][CH2:22][C:23]2[CH:28]=[CH:27][CH:26]=[CH:25][CH:24]=2)[C@@H:10]([CH2:29][O:30]CC2C=CC(Cl)=CC=2)[O:9][C@H:6]1[O:7][CH3:8])(=[O:3])[CH3:2].N1CCOCC1.[O-]P([O-])([O-])=O.[K+].[K+].[K+].Cl[Sn](Cl)(Cl)Cl, predict the reaction product. The product is: [C:1]([O:4][C@@H:5]1[C@@H:12]([O:13][CH2:14][C:15]2[CH:20]=[CH:19][CH:18]=[CH:17][CH:16]=2)[C@H:11]([O:21][CH2:22][C:23]2[CH:24]=[CH:25][CH:26]=[CH:27][CH:28]=2)[C@@H:10]([CH2:29][OH:30])[O:9][C@H:6]1[O:7][CH3:8])(=[O:3])[CH3:2]. (2) Given the reactants [Cl:1][C:2]1[CH:3]=[C:4]([C@@H:8]([OH:36])[CH2:9][N:10]([CH2:18][CH2:19][C:20]2[CH:25]=[CH:24][C:23]([S:26]([C:29]3[CH:34]=[CH:33][C:32]([OH:35])=[CH:31][CH:30]=3)(=[O:28])=[O:27])=[CH:22][CH:21]=2)[C:11](=[O:17])[O:12][C:13]([CH3:16])([CH3:15])[CH3:14])[CH:5]=[CH:6][CH:7]=1.[H-].[Na+].Br[CH2:40][C:41]([O:43][CH:44]([CH3:46])[CH3:45])=[O:42].C(=O)([O-])O.[Na+], predict the reaction product. The product is: [C:13]([O:12][C:11]([N:10]([CH2:18][CH2:19][C:20]1[CH:25]=[CH:24][C:23]([S:26]([C:29]2[CH:34]=[CH:33][C:32]([O:35][CH2:40][C:41]([O:43][CH:44]([CH3:46])[CH3:45])=[O:42])=[CH:31][CH:30]=2)(=[O:28])=[O:27])=[CH:22][CH:21]=1)[CH2:9][C@@H:8]([C:4]1[CH:5]=[CH:6][CH:7]=[C:2]([Cl:1])[CH:3]=1)[OH:36])=[O:17])([CH3:15])([CH3:16])[CH3:14].